From a dataset of Full USPTO retrosynthesis dataset with 1.9M reactions from patents (1976-2016). Predict the reactants needed to synthesize the given product. (1) Given the product [O:8]1[CH2:9][CH2:10][N:5]([C:3](=[O:4])[CH2:2][O:35][C@H:32]([CH2:31][O:30][C:11]([C:24]2[CH:29]=[CH:28][CH:27]=[CH:26][CH:25]=2)([C:12]2[CH:13]=[CH:14][CH:15]=[CH:16][CH:17]=2)[C:18]2[CH:23]=[CH:22][CH:21]=[CH:20][CH:19]=2)[CH:33]=[CH2:34])[CH2:6][CH2:7]1, predict the reactants needed to synthesize it. The reactants are: Cl[CH2:2][C:3]([N:5]1[CH2:10][CH2:9][O:8][CH2:7][CH2:6]1)=[O:4].[C:11]([O:30][CH2:31][CH:32]([OH:35])[CH:33]=[CH2:34])([C:24]1[CH:29]=[CH:28][CH:27]=[CH:26][CH:25]=1)([C:18]1[CH:23]=[CH:22][CH:21]=[CH:20][CH:19]=1)[C:12]1[CH:17]=[CH:16][CH:15]=[CH:14][CH:13]=1.[OH-].[Na+]. (2) Given the product [N:5]1[CH:6]=[CH:7][C:2]([O:1][C:10](=[O:11])[N:9]([CH3:8])[C:13]2[CH:18]=[CH:17][CH:16]=[CH:15][CH:14]=2)=[CH:3][CH:4]=1, predict the reactants needed to synthesize it. The reactants are: [OH:1][C:2]1[CH:7]=[CH:6][N:5]=[CH:4][CH:3]=1.[CH3:8][N:9]([C:13]1[CH:18]=[CH:17][CH:16]=[CH:15][CH:14]=1)[C:10](Cl)=[O:11]. (3) Given the product [C:8]([N:5]1[CH2:6][CH2:7][C@H:3]([CH2:2][NH:1][S:24]([C:23]([F:36])([F:35])[F:22])(=[O:26])=[O:25])[CH2:4]1)([O:10][C:11]([CH3:14])([CH3:13])[CH3:12])=[O:9], predict the reactants needed to synthesize it. The reactants are: [NH2:1][CH2:2][C@H:3]1[CH2:7][CH2:6][N:5]([C:8]([O:10][C:11]([CH3:14])([CH3:13])[CH3:12])=[O:9])[CH2:4]1.C(N(CC)CC)C.[F:22][C:23]([F:36])([F:35])[S:24](O[S:24]([C:23]([F:36])([F:35])[F:22])(=[O:26])=[O:25])(=[O:26])=[O:25]. (4) Given the product [NH:16]([C:2]1[CH:10]=[CH:9][C:5]([C:6]([OH:8])=[O:7])=[CH:4][C:3]=1[C:11]([F:14])([F:13])[F:12])[NH2:17], predict the reactants needed to synthesize it. The reactants are: F[C:2]1[CH:10]=[CH:9][C:5]([C:6]([OH:8])=[O:7])=[CH:4][C:3]=1[C:11]([F:14])([F:13])[F:12].O.[NH2:16][NH2:17].C(O)(=O)C. (5) Given the product [S:43]1[C:44]2([CH2:49][CH2:48][S:47][CH2:46][CH2:45]2)[CH2:50][N:51]=[C:52]1[C:54]1[NH:55][C:56]2[C:61]([CH:62]=1)=[CH:60][C:59]([O:63][CH2:64][CH2:65][O:66][CH3:67])=[CH:58][C:57]=2[N:68]([CH3:78])[S:69]([C:72]1[CH:77]=[CH:76][CH:75]=[CH:74][N:73]=1)(=[O:70])=[O:71], predict the reactants needed to synthesize it. The reactants are: C1(P(=O)(C2C=CC=CC=2)C2C=CC=CC=2)C=CC=CC=1.FC(F)(F)S(OS(C(F)(F)F)(=O)=O)(=O)=O.C([S:43][C:44]1([CH2:50][NH:51][C:52]([C:54]2[NH:55][C:56]3[C:61]([CH:62]=2)=[CH:60][C:59]([O:63][CH2:64][CH2:65][O:66][CH3:67])=[CH:58][C:57]=3[N:68]([CH3:78])[S:69]([C:72]2[CH:77]=[CH:76][CH:75]=[CH:74][N:73]=2)(=[O:71])=[O:70])=O)[CH2:49][CH2:48][S:47][CH2:46][CH2:45]1)C1C=CC=CC=1.C1(SC)C=CC=CC=1.C(=O)([O-])O.[Na+].